Dataset: Forward reaction prediction with 1.9M reactions from USPTO patents (1976-2016). Task: Predict the product of the given reaction. Given the reactants C(N(CC)C(C)C)(C)C.[F:10][C:11]1[CH:19]=[C:18]([N+:20]([O-:22])=[O:21])[CH:17]=[CH:16][C:12]=1[C:13]([OH:15])=O.[C:23]([O:27][C:28]([CH3:31])([CH3:30])[CH3:29])(=[O:26])[NH:24][NH2:25], predict the reaction product. The product is: [C:28]([O:27][C:23]([NH:24][NH:25][C:13](=[O:15])[C:12]1[CH:16]=[CH:17][C:18]([N+:20]([O-:22])=[O:21])=[CH:19][C:11]=1[F:10])=[O:26])([CH3:31])([CH3:30])[CH3:29].